Predict the product of the given reaction. From a dataset of Forward reaction prediction with 1.9M reactions from USPTO patents (1976-2016). (1) Given the reactants Br[C:2]1[CH:7]=[CH:6][C:5]([NH:8][CH2:9][CH2:10][N:11]2[CH2:16][CH2:15][O:14][CH2:13][CH2:12]2)=[CH:4][C:3]=1[CH3:17].CC1(C)C(C)(C)OBO1.CCN(CC)CC.[C:34]([O:38][C:39](=[O:60])[NH:40][C:41]([C:43]1[S:44][C:45]([S:58][CH3:59])=[C:46]([S:48]([C:51]2[CH:56]=[CH:55][CH:54]=[C:53](Br)[CH:52]=2)(=[O:50])=[O:49])[CH:47]=1)=[NH:42])([CH3:37])([CH3:36])[CH3:35].C([O-])([O-])=O.[Na+].[Na+], predict the reaction product. The product is: [C:34]([O:38][C:39](=[O:60])[NH:40][C:41](=[NH:42])[C:43]1[S:44][C:45]([S:58][CH3:59])=[C:46]([S:48]([C:51]2[CH:56]=[C:55]([C:2]3[CH:7]=[CH:6][C:5]([NH:8][CH2:9][CH2:10][N:11]4[CH2:16][CH2:15][O:14][CH2:13][CH2:12]4)=[CH:4][C:3]=3[CH3:17])[CH:54]=[CH:53][CH:52]=2)(=[O:50])=[O:49])[CH:47]=1)([CH3:37])([CH3:35])[CH3:36]. (2) Given the reactants [N+:1]([O-:4])(O)=[O:2].[CH2:5]([O:7][C:8]1[CH:13]=[CH:12][CH:11]=[CH:10][C:9]=1[C:14]1[NH:19][C:18](=[O:20])[C:17]2=[C:21]([CH3:29])[N:22]=[C:23]([CH:24]3[CH2:28][CH2:27][CH2:26][CH2:25]3)[N:16]2[N:15]=1)[CH3:6].ClCCl.C(=O)(O)[O-].[Na+], predict the reaction product. The product is: [CH2:5]([O:7][C:8]1[CH:13]=[CH:12][C:11]([N+:1]([O-:4])=[O:2])=[CH:10][C:9]=1[C:14]1[NH:19][C:18](=[O:20])[C:17]2=[C:21]([CH3:29])[N:22]=[C:23]([CH:24]3[CH2:28][CH2:27][CH2:26][CH2:25]3)[N:16]2[N:15]=1)[CH3:6]. (3) Given the reactants [CH3:1][C@H:2]([NH:25][C:26](=O)[O:27]C(C)(C)C)[CH2:3][O:4][CH:5]1[CH2:10][CH2:9][N:8]([C:11]2[O:12][C:13]3[CH:19]=[C:18]([O:20][CH2:21][CH:22]([CH3:24])[CH3:23])[CH:17]=[CH:16][C:14]=3[N:15]=2)[CH2:7][CH2:6]1.Cl.[C:34](OCC)(=O)C, predict the reaction product. The product is: [CH3:1][C@H:2]([NH:25][C:26](=[O:27])[CH3:34])[CH2:3][O:4][CH:5]1[CH2:10][CH2:9][N:8]([C:11]2[O:12][C:13]3[CH:19]=[C:18]([O:20][CH2:21][CH:22]([CH3:23])[CH3:24])[CH:17]=[CH:16][C:14]=3[N:15]=2)[CH2:7][CH2:6]1. (4) The product is: [Cl:26][C:23]1[CH:22]=[CH:21][C:20]([CH2:19][N:15]2[C:12]3[C:13](=[O:14])[N:8]([CH2:7][CH2:6][CH2:5][OH:4])[C:9](=[O:28])[N:10]([CH3:27])[C:11]=3[C:17]([CH3:18])=[CH:16]2)=[CH:25][CH:24]=1. Given the reactants C([O:4][CH2:5][CH2:6][CH2:7][N:8]1[C:13](=[O:14])[C:12]2[N:15]([CH2:19][C:20]3[CH:25]=[CH:24][C:23]([Cl:26])=[CH:22][CH:21]=3)[CH:16]=[C:17]([CH3:18])[C:11]=2[N:10]([CH3:27])[C:9]1=[O:28])(=O)C.O[Li].O, predict the reaction product. (5) Given the reactants NC1(C2C=CC(C3C(=O)C4C(=CC=C(F)C=4)OC=3C3C=CC=CC=3)=CC=2)CCC1.C(OC(=O)[NH:36][C:37]1([C:41]2[CH:46]=[CH:45][C:44]([C:47]3[C:48](=[O:67])[C:49]4[C:54]([O:55][C:56]=3[C:57]3[CH:62]=[CH:61][CH:60]=[CH:59][CH:58]=3)=[C:53]3[NH:63][N:64]=[C:65]([I:66])[C:52]3=[CH:51][CH:50]=4)=[CH:43][CH:42]=2)[CH2:40][CH2:39][CH2:38]1)(C)(C)C.C(O)(C(F)(F)F)=O.[ClH:76], predict the reaction product. The product is: [ClH:76].[NH2:36][C:37]1([C:41]2[CH:42]=[CH:43][C:44]([C:47]3[C:48](=[O:67])[C:49]4[C:54]([O:55][C:56]=3[C:57]3[CH:62]=[CH:61][CH:60]=[CH:59][CH:58]=3)=[C:53]3[NH:63][N:64]=[C:65]([I:66])[C:52]3=[CH:51][CH:50]=4)=[CH:45][CH:46]=2)[CH2:40][CH2:39][CH2:38]1. (6) Given the reactants [CH3:1][N:2]1[CH:10]=[C:9]2[C:4]([CH:5]=[CH:6][C:7]3[CH2:13][CH2:12][CH:11]([CH2:14][CH2:15][NH:16][C:17](=[O:19])[CH3:18])[C:8]=32)=[N:3]1.CC(NCCC#N)CC1C=CC=CC=1.Cl, predict the reaction product. The product is: [CH3:1][N:2]1[CH:10]=[C:9]2[C:4]([CH:5]=[CH:6][C:7]3[CH2:13][CH2:12][C@H:11]([CH2:14][CH2:15][NH:16][C:17](=[O:19])[CH3:18])[C:8]=32)=[N:3]1.